Dataset: Reaction yield outcomes from USPTO patents with 853,638 reactions. Task: Predict the reaction yield, written as a fraction of the theoretical maximum amount of product (1.0 means a 100% yield; for example, 0.34 means a 34% yield). (1) The catalyst is O1CCCC1. The yield is 0.180. The product is [NH2:23][C:18]1[N:19]([CH3:22])[C:20](=[O:21])[C:16]([C:24]2[CH:25]=[CH:26][C:27]([O:30][CH:31]([F:33])[F:32])=[CH:28][CH:29]=2)([C:12]2[CH:13]=[CH:14][CH:15]=[C:10]([CH:8]3[CH2:9][C:6](=[CH:5][CH2:4][OH:3])[CH2:7]3)[CH:11]=2)[N:17]=1. The reactants are C([O:3][C:4](=O)[CH:5]=[C:6]1[CH2:9][CH:8]([C:10]2[CH:15]=[CH:14][CH:13]=[C:12]([C:16]3([C:24]4[CH:29]=[CH:28][C:27]([O:30][CH:31]([F:33])[F:32])=[CH:26][CH:25]=4)[C:20](=[O:21])[N:19]([CH3:22])[C:18]([NH2:23])=[N:17]3)[CH:11]=2)[CH2:7]1)C.[H-].C([Al+]CC(C)C)C(C)C. (2) The reactants are C[O:2][C:3](=[O:18])[CH:4]([C:7]1[CH:12]=[C:11]([O:13][CH:14]([F:16])[F:15])[CH:10]=[C:9]([Cl:17])[CH:8]=1)[CH:5]=[O:6].CO.[BH4-].[Na+]. The catalyst is C1COCC1.C(OCC)(=O)C.O. The product is [Cl:17][C:9]1[CH:8]=[C:7]([CH:12]=[C:11]([O:13][CH:14]([F:15])[F:16])[CH:10]=1)[CH:4]([CH2:5][OH:6])[C:3]([OH:18])=[O:2]. The yield is 0.480. (3) The reactants are [CH:1]1([C:6]([C:8]2[N:9]=[C:10]([C:17]([F:20])([F:19])[F:18])[N:11]3[CH2:16][CH2:15][NH:14][CH2:13][C:12]=23)=[O:7])[CH2:5][CH2:4][CH2:3][CH2:2]1.[C:21]([O:25][C:26]([NH:28][C@H:29]([CH2:34][C:35]1[CH:40]=[C:39]([F:41])[C:38]([F:42])=[CH:37][C:36]=1[F:43])[CH2:30][C:31](O)=[O:32])=[O:27])([CH3:24])([CH3:23])[CH3:22].C(N(CC)CC)C.O=C1N(P(Cl)(N2CCOC2=O)=O)CCO1. The catalyst is ClCCl. The product is [C:21]([O:25][C:26](=[O:27])[NH:28][C@H:29]([CH2:34][C:35]1[CH:40]=[C:39]([F:41])[C:38]([F:42])=[CH:37][C:36]=1[F:43])[CH2:30][C:31]([N:14]1[CH2:15][CH2:16][N:11]2[C:10]([C:17]([F:18])([F:20])[F:19])=[N:9][C:8]([C:6]([CH:1]3[CH2:2][CH2:3][CH2:4][CH2:5]3)=[O:7])=[C:12]2[CH2:13]1)=[O:32])([CH3:24])([CH3:22])[CH3:23]. The yield is 0.720.